Predict which catalyst facilitates the given reaction. From a dataset of Catalyst prediction with 721,799 reactions and 888 catalyst types from USPTO. (1) Reactant: Cl[C:2]1[N:3]=[C:4]([C:15]2[CH:20]=[CH:19][C:18]([Cl:21])=[CH:17][CH:16]=2)[C:5]([C:8]2[CH:13]=[CH:12][C:11]([Cl:14])=[CH:10][CH:9]=2)=[N:6][CH:7]=1.[C:22]([O:26][C:27]([N:29]1[CH2:34][CH:33]=[C:32](B2OC(C)(C)C(C)(C)O2)[CH2:31][CH2:30]1)=[O:28])([CH3:25])([CH3:24])[CH3:23].C(=O)([O-])[O-].[K+].[K+].CN(C=O)C. Product: [C:22]([O:26][C:27]([N:29]1[CH2:30][CH:31]=[C:32]([C:2]2[CH:7]=[N:6][C:5]([C:8]3[CH:13]=[CH:12][C:11]([Cl:14])=[CH:10][CH:9]=3)=[C:4]([C:15]3[CH:16]=[CH:17][C:18]([Cl:21])=[CH:19][CH:20]=3)[N:3]=2)[CH2:33][CH2:34]1)=[O:28])([CH3:25])([CH3:23])[CH3:24]. The catalyst class is: 6. (2) Reactant: C[N:2]1[C:6]2[CH:7]=[C:8]([CH2:11][C:12]([O:14]C)=[O:13])[CH:9]=[CH:10][C:5]=2[CH2:4][S:3]1(=[O:17])=[O:16].[OH-].[Na+]. Product: [O:16]=[S:3]1(=[O:17])[CH2:4][C:5]2[CH:10]=[CH:9][C:8]([CH2:11][C:12]([OH:14])=[O:13])=[CH:7][C:6]=2[NH:2]1. The catalyst class is: 5. (3) Reactant: [CH3:1][N:2]1[C:10]2[C:5](=[CH:6][C:7]([N+:15]([O-:17])=[O:16])=[CH:8][C:9]=2/[CH:11]=[CH:12]/[CH2:13][OH:14])[CH:4]=[CH:3]1.[H-].[Na+].[CH2:20](I)[CH3:21].O. Product: [CH2:20]([O:14][CH2:13]/[CH:12]=[CH:11]/[C:9]1[CH:8]=[C:7]([N+:15]([O-:17])=[O:16])[CH:6]=[C:5]2[C:10]=1[N:2]([CH3:1])[CH:3]=[CH:4]2)[CH3:21]. The catalyst class is: 9. (4) The catalyst class is: 2. Product: [C:1]([O:4][C:5]12[CH:10]3[C:11]([CH3:17])([CH3:16])[CH:12]4[CH2:15][C:9]3([CH2:14][CH2:13]4)[C:8]([CH3:19])([CH3:18])[CH2:7][CH:6]1[O:28]2)(=[O:3])[CH3:2]. Reactant: [C:1]([O:4][C:5]1[CH2:6][CH2:7][C:8]([CH3:19])([CH3:18])[C:9]23[CH2:15][CH:12]([CH2:13][CH2:14]2)[C:11]([CH3:17])([CH3:16])[C:10]=13)(=[O:3])[CH3:2].C1C=C(Cl)C=C(C(OO)=[O:28])C=1. (5) Reactant: [CH3:1][O:2][C:3]1[CH:23]=[CH:22][C:6]([C:7]([NH:9][C:10]2([C:19]([OH:21])=[O:20])[CH2:18][C:17]3[C:12](=[CH:13][CH:14]=[CH:15][CH:16]=3)[CH2:11]2)=[O:8])=[CH:5][C:4]=1[C:24](=[O:32])[C:25]1[CH:30]=[CH:29][CH:28]=[CH:27][C:26]=1[CH3:31].[BH4-].[Na+]. Product: [OH:32][CH:24]([C:25]1[CH:30]=[CH:29][CH:28]=[CH:27][C:26]=1[CH3:31])[C:4]1[CH:5]=[C:6]([CH:22]=[CH:23][C:3]=1[O:2][CH3:1])[C:7]([NH:9][C:10]1([C:19]([OH:21])=[O:20])[CH2:18][C:17]2[C:12](=[CH:13][CH:14]=[CH:15][CH:16]=2)[CH2:11]1)=[O:8]. The catalyst class is: 645. (6) Reactant: [H-].[Na+].Br[C:4]1[CH:5]=[C:6]([CH:27]=[CH:28][N:29]=1)[C:7]([NH:9][C:10]1[S:11][C:12]2[C:18]([CH:19]3[CH2:24][O:23][CH2:22][CH2:21][O:20]3)=[CH:17][CH:16]=[C:15]([O:25][CH3:26])[C:13]=2[N:14]=1)=[O:8].[CH3:30][O:31][CH2:32][CH2:33][OH:34].C(Cl)(Cl)Cl. Product: [O:20]1[CH2:21][CH2:22][O:23][CH2:24][CH:19]1[C:18]1[C:12]2[S:11][C:10]([NH:9][C:7](=[O:8])[C:6]3[CH:27]=[CH:28][N:29]=[C:4]([O:34][CH2:33][CH2:32][O:31][CH3:30])[CH:5]=3)=[N:14][C:13]=2[C:15]([O:25][CH3:26])=[CH:16][CH:17]=1. The catalyst class is: 887. (7) The catalyst class is: 21. Product: [BrH:1].[BrH:1].[F:54][C:3]1([F:2])[CH2:4][CH2:5][CH:6]([C:9]2[C:18]3[C@@H:17]([OH:19])[CH2:16][C:15]([CH3:21])([CH3:20])[CH2:14][C:13]=3[N:12]=[C:11]([CH:22]3[CH2:27][CH2:26][N:25]([C:28]4[N:29]=[CH:30][C:31]([O:34][CH2:35][CH2:36][CH2:37][S:38]([CH3:41])(=[O:39])=[O:40])=[CH:32][N:33]=4)[CH2:24][CH2:23]3)[C:10]=2[C@@H:42]([F:53])[C:43]2[CH:44]=[CH:45][C:46]([C:49]([F:52])([F:51])[F:50])=[CH:47][CH:48]=2)[CH2:7][CH2:8]1. Reactant: [BrH:1].[F:2][C:3]1([F:54])[CH2:8][CH2:7][CH:6]([C:9]2[C:18]3[C@@H:17]([OH:19])[CH2:16][C:15]([CH3:21])([CH3:20])[CH2:14][C:13]=3[N:12]=[C:11]([CH:22]3[CH2:27][CH2:26][N:25]([C:28]4[N:33]=[CH:32][C:31]([O:34][CH2:35][CH2:36][CH2:37][S:38]([CH3:41])(=[O:40])=[O:39])=[CH:30][N:29]=4)[CH2:24][CH2:23]3)[C:10]=2[C@@H:42]([F:53])[C:43]2[CH:48]=[CH:47][C:46]([C:49]([F:52])([F:51])[F:50])=[CH:45][CH:44]=2)[CH2:5][CH2:4]1. (8) Reactant: Br[C:2]1[CH:3]=[N:4][CH:5]=[C:6]2[C:11]=1[N:10]=[C:9]([C:12]([NH:14][CH2:15][CH2:16][S:17]([CH3:20])(=[O:19])=[O:18])=[O:13])[CH:8]=[CH:7]2.[F:21][C:22]1[CH:27]=[CH:26][C:25]([F:28])=[CH:24][C:23]=1B(O)O.C(=O)([O-])[O-].[Cs+].[Cs+]. Product: [F:21][C:22]1[CH:27]=[CH:26][C:25]([F:28])=[CH:24][C:23]=1[C:2]1[CH:3]=[N:4][CH:5]=[C:6]2[C:11]=1[N:10]=[C:9]([C:12]([NH:14][CH2:15][CH2:16][S:17]([CH3:20])(=[O:19])=[O:18])=[O:13])[CH:8]=[CH:7]2. The catalyst class is: 688. (9) Reactant: C(OC([N:8]1[CH2:11][CH2:10][C@H:9]1[CH2:12][N:13]1[C:21]2[C:16](=[C:17]([Cl:22])[CH:18]=[CH:19][CH:20]=2)[C:15]([C:23](=[O:34])[NH:24][CH2:25][CH:26]2[CH2:31][CH2:30][C:29]([F:33])([F:32])[CH2:28][CH2:27]2)=[CH:14]1)=O)(C)(C)C.FC(F)(F)C(O)=O. Product: [NH:8]1[CH2:11][CH2:10][C@H:9]1[CH2:12][N:13]1[C:21]2[C:16](=[C:17]([Cl:22])[CH:18]=[CH:19][CH:20]=2)[C:15]([C:23]([NH:24][CH2:25][CH:26]2[CH2:31][CH2:30][C:29]([F:32])([F:33])[CH2:28][CH2:27]2)=[O:34])=[CH:14]1. The catalyst class is: 2. (10) Reactant: [CH2:1]([O:8][CH2:9][C@@H:10]1[N:14]([C:15](=[O:36])[CH2:16][C:17]2[CH:22]=[CH:21][C:20]([NH:23][C:24]([NH:26][C:27]3[CH:32]=[CH:31][CH:30]=[CH:29][C:28]=3[CH3:33])=[O:25])=[C:19]([O:34][CH3:35])[CH:18]=2)[C@H:13]([CH2:37][O:38][C:39]2[CH:40]=[C:41]([CH:46]=[CH:47][CH:48]=2)[C:42]([O:44]C)=[O:43])[CH2:12][CH2:11]1)[C:2]1[CH:7]=[CH:6][CH:5]=[CH:4][CH:3]=1.[OH-].[Na+].Cl. The catalyst class is: 92. Product: [CH2:1]([O:8][CH2:9][C@@H:10]1[N:14]([C:15](=[O:36])[CH2:16][C:17]2[CH:22]=[CH:21][C:20]([NH:23][C:24]([NH:26][C:27]3[CH:32]=[CH:31][CH:30]=[CH:29][C:28]=3[CH3:33])=[O:25])=[C:19]([O:34][CH3:35])[CH:18]=2)[C@H:13]([CH2:37][O:38][C:39]2[CH:40]=[C:41]([CH:46]=[CH:47][CH:48]=2)[C:42]([OH:44])=[O:43])[CH2:12][CH2:11]1)[C:2]1[CH:7]=[CH:6][CH:5]=[CH:4][CH:3]=1.